From a dataset of Catalyst prediction with 721,799 reactions and 888 catalyst types from USPTO. Predict which catalyst facilitates the given reaction. (1) Reactant: [Cl:1][C:2]1[CH:3]=[CH:4][C:5]2[N:11](CC3C=CC(OC)=CC=3OC)[C:10](=[O:23])[CH:9]([CH2:24][N:25]3[C:29]([CH2:30][C:31]([O:33][CH2:34][CH3:35])=[O:32])=[N:28][N:27]=[N:26]3)[CH2:8][CH:7]([C:36]3[CH:41]=[CH:40][CH:39]=[C:38]([O:42][CH3:43])[C:37]=3[O:44][CH3:45])[C:6]=2[CH:46]=1.[N+]([O-])(O)=O.[N+]([O-])(O)=O.[N+]([O-])(O)=O.[N+]([O-])(O)=O.[N+]([O-])(O)=O.[N+]([O-])(O)=O.[Ce].C(=O)(O)[O-].[Na+].C(OCC)(=O)C. Product: [Cl:1][C:2]1[CH:3]=[CH:4][C:5]2[NH:11][C:10](=[O:23])[CH:9]([CH2:24][N:25]3[C:29]([CH2:30][C:31]([O:33][CH2:34][CH3:35])=[O:32])=[N:28][N:27]=[N:26]3)[CH2:8][CH:7]([C:36]3[CH:41]=[CH:40][CH:39]=[C:38]([O:42][CH3:43])[C:37]=3[O:44][CH3:45])[C:6]=2[CH:46]=1. The catalyst class is: 21. (2) Product: [NH2:23][C:8]1[CH:9]=[C:10]([N:13]([CH3:22])[C:14](=[O:21])[C:15]2[CH:16]=[CH:17][CH:18]=[CH:19][CH:20]=2)[CH:11]=[CH:12][C:7]=1[NH:6][CH2:5][CH2:4][C:1](=[O:3])[NH2:2]. The catalyst class is: 19. Reactant: [C:1]([CH2:4][CH2:5][NH:6][C:7]1[CH:12]=[CH:11][C:10]([N:13]([CH3:22])[C:14](=[O:21])[C:15]2[CH:20]=[CH:19][CH:18]=[CH:17][CH:16]=2)=[CH:9][C:8]=1[N+:23]([O-])=O)(=[O:3])[NH2:2]. (3) Reactant: Br[CH2:2][C:3]1[C:8]([CH3:9])=[CH:7][CH:6]=[CH:5][C:4]=1[N:10]1[C:14](=[O:15])[N:13]([CH3:16])[N:12]=[N:11]1.[C:17]1([N:23]2[CH:27]=[CH:26][C:25]([OH:28])=[N:24]2)[CH:22]=[CH:21][CH:20]=[CH:19][CH:18]=1.C(=O)([O-])[O-].[K+].[K+].C(#N)C. Product: [C:17]1([N:23]2[CH:27]=[CH:26][C:25]([O:28][CH2:2][C:3]3[C:8]([CH3:9])=[CH:7][CH:6]=[CH:5][C:4]=3[N:10]3[C:14](=[O:15])[N:13]([CH3:16])[N:12]=[N:11]3)=[N:24]2)[CH:18]=[CH:19][CH:20]=[CH:21][CH:22]=1. The catalyst class is: 6. (4) Reactant: [OH:1][C:2]1[CH:3]=[C:4]([CH:7]=[C:8]([OH:10])[CH:9]=1)[CH2:5][OH:6].[H-].[Na+].[CH2:13](Br)[C:14]1[CH:19]=[CH:18][CH:17]=[CH:16][CH:15]=1.CCOC(C)=O. Product: [CH2:13]([O:1][C:2]1[CH:9]=[C:8]([OH:10])[CH:7]=[C:4]([CH2:5][OH:6])[CH:3]=1)[C:14]1[CH:19]=[CH:18][CH:17]=[CH:16][CH:15]=1. The catalyst class is: 3. (5) Reactant: [Cl:1][C:2]1[CH:3]=[C:4]([C:8]2[N:13]=[C:12]([NH:14][C:15]3[N:20]=[CH:19][C:18]([CH2:21][C:22]([O:24]CC)=[O:23])=[CH:17][CH:16]=3)[CH:11]=[C:10]([CH:27]3[CH2:29][CH2:28]3)[N:9]=2)[CH:5]=[CH:6][CH:7]=1.O1CCOCC1.O.[OH-].[Li+].Cl. Product: [Cl:1][C:2]1[CH:3]=[C:4]([C:8]2[N:13]=[C:12]([NH:14][C:15]3[N:20]=[CH:19][C:18]([CH2:21][C:22]([OH:24])=[O:23])=[CH:17][CH:16]=3)[CH:11]=[C:10]([CH:27]3[CH2:29][CH2:28]3)[N:9]=2)[CH:5]=[CH:6][CH:7]=1. The catalyst class is: 6. (6) Reactant: Br[C:2]1[CH:11]=[C:10]2[C:5]([C:6]([Cl:12])=[CH:7][CH:8]=[N:9]2)=[CH:4][C:3]=1[CH3:13].CC1(C)C2C(=C(P(C3C=CC=CC=3)C3C=CC=CC=3)C=CC=2)OC2C(P(C3C=CC=CC=3)C3C=CC=CC=3)=CC=CC1=2.CCN(C(C)C)C(C)C.[CH2:65]([SH:72])[C:66]1[CH:71]=[CH:70][CH:69]=[CH:68][CH:67]=1. Product: [CH2:65]([S:72][C:2]1[CH:11]=[C:10]2[C:5]([C:6]([Cl:12])=[CH:7][CH:8]=[N:9]2)=[CH:4][C:3]=1[CH3:13])[C:66]1[CH:71]=[CH:70][CH:69]=[CH:68][CH:67]=1. The catalyst class is: 102. (7) Reactant: [F:1][C:2]([F:10])([F:9])[C@@:3]([OH:8])([CH3:7])[C:4]([OH:6])=[O:5].C(=O)([O-])[O-].[K+].[K+].[CH2:17](Br)[C:18]1[CH:23]=[CH:22][CH:21]=[CH:20][CH:19]=1.O. Product: [F:1][C:2]([F:10])([F:9])[C@@:3]([OH:8])([CH3:7])[C:4]([O:6][CH2:17][C:18]1[CH:23]=[CH:22][CH:21]=[CH:20][CH:19]=1)=[O:5]. The catalyst class is: 42.